Dataset: NCI-60 drug combinations with 297,098 pairs across 59 cell lines. Task: Regression. Given two drug SMILES strings and cell line genomic features, predict the synergy score measuring deviation from expected non-interaction effect. (1) Drug 1: C1=CC(=CC=C1CC(C(=O)O)N)N(CCCl)CCCl.Cl. Drug 2: C(CN)CNCCSP(=O)(O)O. Cell line: RXF 393. Synergy scores: CSS=8.56, Synergy_ZIP=-2.40, Synergy_Bliss=1.77, Synergy_Loewe=-3.50, Synergy_HSA=0.536. (2) Drug 1: CC1=CC=C(C=C1)C2=CC(=NN2C3=CC=C(C=C3)S(=O)(=O)N)C(F)(F)F. Drug 2: CC(C)(C#N)C1=CC(=CC(=C1)CN2C=NC=N2)C(C)(C)C#N. Cell line: HOP-62. Synergy scores: CSS=0.942, Synergy_ZIP=-0.0559, Synergy_Bliss=-4.34, Synergy_Loewe=-3.46, Synergy_HSA=-6.33. (3) Drug 1: CN(CCCl)CCCl.Cl. Drug 2: CCN(CC)CCCC(C)NC1=C2C=C(C=CC2=NC3=C1C=CC(=C3)Cl)OC. Cell line: M14. Synergy scores: CSS=9.07, Synergy_ZIP=-3.13, Synergy_Bliss=-2.40, Synergy_Loewe=-6.11, Synergy_HSA=-3.99. (4) Drug 1: C1=CN(C(=O)N=C1N)C2C(C(C(O2)CO)O)O.Cl. Drug 2: C1CN1C2=NC(=NC(=N2)N3CC3)N4CC4. Cell line: OVCAR-4. Synergy scores: CSS=6.54, Synergy_ZIP=-4.01, Synergy_Bliss=-3.63, Synergy_Loewe=-5.83, Synergy_HSA=-4.85.